Dataset: Human Reference Interactome with 51,813 positive PPI pairs across 8,248 proteins, plus equal number of experimentally-validated negative pairs. Task: Binary Classification. Given two protein amino acid sequences, predict whether they physically interact or not. (1) Protein 1 (ENSG00000256061) has sequence MPLQVSDYSWQQTKTAVFLSLPLKGVCVRDTDVFCTENYLKVNFPPFLFEAFLYAPIDDESSKAKIGNDTIVFTLYKKEAAMWETLSVTGVDKEMMQRIREKSILQAQERAKEATEAKAAAKREDQKYALSVMMKIEEEERKKIEDMKENERIKATKALEAWKEYQRKAEEQKKIQREEKLCQKEKQIKEERKKIKYKSLTRNLASRNLAPKGRNSENIFTEKLKEDSIPAPRSVGSIKINFTPRVFPTALRESQVAEEEEWLHKQAEARRAMNTDIAELCDLKEEEKNPEWLKDKGNKL.... Protein 2 (ENSG00000198576) has sequence MELDHRTSGGLHAYPGPRGGQVAKPNVILQIGKCRAEMLEHVRRTHRHLLAEVSKQVERELKGLHRSVGKLESNLDGYVPTSDSQRWKKSIKACLCRCQETIANLERWVKREMHVWREVFYRLERWADRLESTGGKYPVGSESARHTVSVGVGGPESYCHEADGYDYTVSPYAITPPPAAGELPGQEPAEAQQYQPWVPGEDGQPSPGVDTQIFEDPREFLSHLEEYLRQVGGSEEYWLSQIQNHMNGPAKKWWEFKQGSVKNWVEFKKEFLQYSEGTLSREAIQRELDLPQKQGEPLDQ.... Result: 0 (the proteins do not interact). (2) Protein 1 (ENSG00000187123) has sequence MEPGPALAWLLLLSLLADCLKAAQSRDFTVKDIIYLHPSTTPYPGGFKCFTCEKAADNYECNRWAPDIYCPRETRYCYTQHTMEVTGNSISVTKRCVPLEECLSTGCRDSEHEGHKVCTSCCEGNICNLPLPRNETDATFATTSPINQTNGHPRCMSVIVSCLWLWLGLML*MEPGPALAWLLLLSLLADCLKAAQSRDFTVKDIIYLHPSTTPYPGGFKCFTCEKAADNYECNRWAPDIYCPRGTMI*MEPGPALAWLLLLSLLADCLKAAQSRDFTVKDIIYLHPSTTPYPGGFKCFT.... Protein 2 (ENSG00000060709) has sequence MREAAERRQQLQLEHDQALAVLSAKQQEIDLLQKSKVRELEEKCRTQSEQFNLLSRDLEKFRQHAGKIDLLGGSAVAPLDISTAPSKPFPQFMNGLATSLGKGQESAIGGSSAIGEYIRPLPQPGDRPEPLSAKPTFLSRSGSARCRSESDMENERNSNTSKQRYSGKVHLCVARYSYNPFDGPNENPEAELPLTAGKYLYVYGDMDEDGFYEGELLDGQRGLVPSNFVDFVQDNESRLASTLGNEQDQNFINHSGIGLEGEHILDLHSPTHIDAGITDNSAGTLDVNIDDIGEDIVPYP.... Result: 0 (the proteins do not interact).